From a dataset of Full USPTO retrosynthesis dataset with 1.9M reactions from patents (1976-2016). Predict the reactants needed to synthesize the given product. Given the product [CH3:25][CH2:26][O:4][C:3]([CH:2]([Cl:1])[CH2:6][C:7]1[CH:12]=[C:11]([N:13]2[N:14]=[C:15]([CH3:22])[N:16]([CH:19]([F:20])[F:21])[C:17]2=[O:18])[C:10]([F:23])=[CH:9][C:8]=1[Cl:24])=[O:5], predict the reactants needed to synthesize it. The reactants are: [Cl:1][CH:2]([CH2:6][C:7]1[CH:12]=[C:11]([N:13]2[C:17](=[O:18])[N:16]([CH:19]([F:21])[F:20])[C:15]([CH3:22])=[N:14]2)[C:10]([F:23])=[CH:9][C:8]=1[Cl:24])[C:3]([OH:5])=[O:4].[CH2:25](O)[CH3:26].